Dataset: Catalyst prediction with 721,799 reactions and 888 catalyst types from USPTO. Task: Predict which catalyst facilitates the given reaction. (1) Reactant: C(OC(=O)[N:7]([C:16]1[CH:21]=[CH:20][C:19]([CH:22]([C:24]2[C:32]3[C:31]([O:33][CH3:34])=[N:30][CH:29]=[N:28][C:27]=3[N:26]([S:35]([C:38]3[CH:43]=[CH:42][CH:41]=[CH:40][CH:39]=3)(=[O:37])=[O:36])[CH:25]=2)O)=[C:18]([F:44])[N:17]=1)[CH2:8][C:9]1[CH:14]=[CH:13][CH:12]=[CH:11][C:10]=1[Cl:15])(C)(C)C.C([SiH](CC)CC)C.FC(F)(F)C(O)=O.O. Product: [C:38]1([S:35]([N:26]2[C:27]3[N:28]=[CH:29][N:30]=[C:31]([O:33][CH3:34])[C:32]=3[C:24]([CH2:22][C:19]3[CH:20]=[CH:21][C:16]([NH:7][CH2:8][C:9]4[CH:14]=[CH:13][CH:12]=[CH:11][C:10]=4[Cl:15])=[N:17][C:18]=3[F:44])=[CH:25]2)(=[O:37])=[O:36])[CH:39]=[CH:40][CH:41]=[CH:42][CH:43]=1. The catalyst class is: 26. (2) Reactant: [C:1]([C:3]([C:6]1[CH:7]=[C:8]([CH:39]=[CH:40][CH:41]=1)[C:9]([N:11]([C:20]1[CH:25]=[CH:24][C:23]([CH3:26])=[C:22]([N:27]2[CH2:35][C:34]3[C:29](=[CH:30][C:31]([O:36][CH3:37])=[CH:32][CH:33]=3)[C:28]2=[O:38])[CH:21]=1)COCC[Si](C)(C)C)=[O:10])([CH3:5])[CH3:4])#[N:2].FC(F)(F)C(O)=O.Cl. Product: [C:1]([C:3]([C:6]1[CH:7]=[C:8]([CH:39]=[CH:40][CH:41]=1)[C:9]([NH:11][C:20]1[CH:25]=[CH:24][C:23]([CH3:26])=[C:22]([N:27]2[CH2:35][C:34]3[C:29](=[CH:30][C:31]([O:36][CH3:37])=[CH:32][CH:33]=3)[C:28]2=[O:38])[CH:21]=1)=[O:10])([CH3:4])[CH3:5])#[N:2]. The catalyst class is: 2.